Dataset: Reaction yield outcomes from USPTO patents with 853,638 reactions. Task: Predict the reaction yield, written as a fraction of the theoretical maximum amount of product (1.0 means a 100% yield; for example, 0.34 means a 34% yield). (1) The reactants are C([Li])CCC.CC1(C)CCCC(C)(C)N1.[C:16]([O:20][C:21]([N:23]1[CH2:28][CH2:27][N:26]([C:29]2[N:30]=[N:31][C:32]([C:35]([F:38])([F:37])[F:36])=[CH:33][CH:34]=2)[CH2:25][CH2:24]1)=[O:22])([CH3:19])([CH3:18])[CH3:17].[I:39]I. The catalyst is O1CCCC1.C(O)(=O)C. The product is [C:16]([O:20][C:21]([N:23]1[CH2:24][CH2:25][N:26]([C:29]2[N:30]=[N:31][C:32]([C:35]([F:36])([F:37])[F:38])=[C:33]([I:39])[CH:34]=2)[CH2:27][CH2:28]1)=[O:22])([CH3:19])([CH3:17])[CH3:18]. The yield is 0.820. (2) The reactants are [C:1]([OH:10])(=[O:9])[C:2]1[C:3](=[CH:5][CH:6]=[CH:7][CH:8]=1)[OH:4].O1[B:16]([C@@H:17]([NH:22][C:23](=[O:36])[CH2:24][NH:25][C:26](=[O:35])[C:27]2[CH:32]=[C:31]([Cl:33])[CH:30]=[CH:29][C:28]=2[Cl:34])[CH2:18][CH:19]([CH3:21])[CH3:20])O[B:16]([C@@H:17]([NH:22][C:23](=[O:36])[CH2:24][NH:25][C:26](=[O:35])[C:27]2[CH:32]=[C:31]([Cl:33])[CH:30]=[CH:29][C:28]=2[Cl:34])[CH2:18][CH:19]([CH3:21])[CH3:20])O[B:16]1[C@@H:17]([NH:22][C:23](=[O:36])[CH2:24][NH:25][C:26](=[O:35])[C:27]1[CH:32]=[C:31]([Cl:33])[CH:30]=[CH:29][C:28]=1[Cl:34])[CH2:18][CH:19]([CH3:21])[CH3:20]. The catalyst is CCOC(C)=O. The product is [Cl:34][C:28]1[CH:29]=[CH:30][C:31]([Cl:33])=[CH:32][C:27]=1[C:26]([NH:25][CH2:24][C:23]([NH:22][C@H:17]([B:16]1[O:9][C:1](=[O:10])[C:2]2[CH:8]=[CH:7][CH:6]=[CH:5][C:3]=2[O:4]1)[CH2:18][CH:19]([CH3:21])[CH3:20])=[O:36])=[O:35]. The yield is 0.780. (3) The reactants are C(O[C:4]([C:6]1[CH:7]=[C:8]2[C:12](=[CH:13][CH:14]=1)[NH:11][N:10]=[C:9]2[C:15]1[CH:24]=[CH:23][C:22]2[C:17](=[CH:18][CH:19]=[C:20]([O:25][CH2:26][CH2:27][N:28]3[CH2:32][CH2:31][CH2:30][CH2:29]3)[CH:21]=2)[CH:16]=1)=[NH:5])C.[N:33]1([CH2:38][C:39]([NH:41][NH2:42])=O)[CH2:37][CH2:36][CH2:35][CH2:34]1.C(N(CC)CC)C. No catalyst specified. The product is [N:28]1([CH2:27][CH2:26][O:25][C:20]2[CH:21]=[C:22]3[C:17](=[CH:18][CH:19]=2)[CH:16]=[C:15]([C:9]2[C:8]4[C:12](=[CH:13][CH:14]=[C:6]([C:4]5[N:5]=[C:39]([CH2:38][N:33]6[CH2:37][CH2:36][CH2:35][CH2:34]6)[NH:41][N:42]=5)[CH:7]=4)[NH:11][N:10]=2)[CH:24]=[CH:23]3)[CH2:29][CH2:30][CH2:31][CH2:32]1. The yield is 0.150. (4) The reactants are [Cl:1][C:2]1[CH:3]=[C:4]2[C:8](=[C:9]([N+:11]([O-:13])=[O:12])[CH:10]=1)[NH:7][C:6]([C:14]1[CH:19]=[CH:18][CH:17]=[CH:16][CH:15]=1)=[C:5]2[CH:20]=O.C(O)(=O)C.[O:26]=[C:27]1[CH2:32][NH:31][CH2:30][CH2:29][NH:28]1.C(O[BH-](OC(=O)C)OC(=O)C)(=O)C.[Na+]. The catalyst is ClCCl.O. The product is [Cl:1][C:2]1[CH:3]=[C:4]2[C:8](=[C:9]([N+:11]([O-:13])=[O:12])[CH:10]=1)[NH:7][C:6]([C:14]1[CH:19]=[CH:18][CH:17]=[CH:16][CH:15]=1)=[C:5]2[CH2:20][N:31]1[CH2:30][CH2:29][NH:28][C:27](=[O:26])[CH2:32]1. The yield is 0.860. (5) The reactants are [CH2:1]([C:5]1[CH:11]=[CH:10][C:8]([NH2:9])=[C:7]([CH3:12])[CH:6]=1)[CH2:2][CH2:3][CH3:4].[Al+3].[Cl-].[Cl-].[Cl-].[CH3:17][C:18]1[CH:23]=[CH:22][CH:21]=[C:20]([CH3:24])[C:19]=1[C:25]1O[C:27]([C:30]2[CH:35]=[CH:34][CH:33]=[CH:32][CH:31]=2)=[N:28][N:29]=1.Cl. The catalyst is CN1CCCC1=O. The product is [CH2:1]([C:5]1[CH:11]=[CH:10][C:8]([N:9]2[C:27]([C:30]3[CH:35]=[CH:34][CH:33]=[CH:32][CH:31]=3)=[N:28][N:29]=[C:25]2[C:19]2[C:20]([CH3:24])=[CH:21][CH:22]=[CH:23][C:18]=2[CH3:17])=[C:7]([CH3:12])[CH:6]=1)[CH2:2][CH2:3][CH3:4]. The yield is 0.400. (6) The reactants are Br[C:2]1[CH:3]=[CH:4][C:5]2[O:11][CH:10]([CH2:12][OH:13])[CH2:9][N:8]3[CH:14]=[C:15]([C:17]([NH2:19])=[O:18])[N:16]=[C:7]3[C:6]=2[CH:20]=1.[CH3:21][C:22]1[O:26][N:25]=[C:24]([C:27]([OH:31])([C:29]#[CH:30])[CH3:28])[CH:23]=1. No catalyst specified. The product is [OH:31][C:27]([C:24]1[CH:23]=[C:22]([CH3:21])[O:26][N:25]=1)([CH3:28])[C:29]#[C:30][C:2]1[CH:3]=[CH:4][C:5]2[O:11][CH:10]([CH2:12][OH:13])[CH2:9][N:8]3[CH:14]=[C:15]([C:17]([NH2:19])=[O:18])[N:16]=[C:7]3[C:6]=2[CH:20]=1. The yield is 0.400. (7) The yield is 0.718. The product is [CH3:1][C:2]1[N:3]([CH2:31][C:32]([O:34][CH2:35][CH3:36])=[O:33])[C:4]2[CH2:5][C:6]([CH3:29])([CH3:28])[CH2:7][C:8](=[O:27])[C:9]=2[C:10]=1[CH2:11][C:12]1[CH:17]=[CH:16][CH:15]=[CH:14][C:13]=1[S:18]([C:21]1[CH:26]=[CH:25][CH:24]=[CH:23][CH:22]=1)(=[O:20])=[O:19]. The reactants are [CH3:1][C:2]1[NH:3][C:4]2[CH2:5][C:6]([CH3:29])([CH3:28])[CH2:7][C:8](=[O:27])[C:9]=2[C:10]=1[CH2:11][C:12]1[CH:17]=[CH:16][CH:15]=[CH:14][C:13]=1[S:18]([C:21]1[CH:26]=[CH:25][CH:24]=[CH:23][CH:22]=1)(=[O:20])=[O:19].Br[CH2:31][C:32]([O:34][CH2:35][CH3:36])=[O:33].C(=O)([O-])[O-].[K+].[K+].[I-].[K+]. The catalyst is C(#N)C.[Cl-].[NH4+]. (8) The reactants are B(O)(O)[C@H]1N(C([C@@H](N)C(C)C)=O)CCC1.CS(O)(=O)=O.[NH:21]1[CH2:28][CH2:27][CH2:26][C@H:22]1[C:23]([NH2:25])=O.C(N(CC)CC)C.[Cl:36][CH2:37][C:38](Cl)=[O:39]. The catalyst is C(Cl)Cl. The product is [Cl:36][CH2:37][C:38]([N:21]1[CH2:28][CH2:27][CH2:26][C@H:22]1[C:23]#[N:25])=[O:39]. The yield is 0.830. (9) The reactants are COCC1C=CC=CC=1N=[N:11][NH:12][C:13]1[CH:18]=[CH:17][CH:16]=[CH:15][C:14]=1[CH2:19][O:20][CH3:21].[CH3:22][O:23][CH2:24][C:25]1[CH:31]=[CH:30][CH:29]=[CH:28][C:26]=1[NH2:27].Cl.COCC1C=CC=CC=1N. The catalyst is ClCCl. The product is [CH3:22][O:23][CH2:24][C:25]1[CH:31]=[C:30]([N:11]=[N:12][C:13]2[CH:18]=[CH:17][CH:16]=[CH:15][C:14]=2[CH2:19][O:20][CH3:21])[CH:29]=[CH:28][C:26]=1[NH2:27]. The yield is 0.560. (10) The reactants are [CH3:1][C:2]1[CH:3]=[N:4][CH:5]=[C:6]([CH:10]=1)[C:7]([OH:9])=O.C(N1C=CN=C1)(N1C=CN=C1)=O.[NH2:23][C@H:24]1[CH2:29][C:28]2[C:30]([N:34]3[CH2:39][CH2:38][N:37]([CH3:40])[CH2:36][CH2:35]3)=[CH:31][CH:32]=[CH:33][C:27]=2[O:26][CH2:25]1. The catalyst is CN(C)C=O. The product is [CH3:40][N:37]1[CH2:38][CH2:39][N:34]([C:30]2[C:28]3[CH2:29][C@H:24]([NH:23][C:7]([C:6]4[CH:5]=[N:4][CH:3]=[C:2]([CH3:1])[CH:10]=4)=[O:9])[CH2:25][O:26][C:27]=3[CH:33]=[CH:32][CH:31]=2)[CH2:35][CH2:36]1. The yield is 0.350.